This data is from Catalyst prediction with 721,799 reactions and 888 catalyst types from USPTO. The task is: Predict which catalyst facilitates the given reaction. (1) Reactant: Br[CH2:2][C:3]1[C:4]([F:16])=[C:5]([CH:13]=[CH:14][CH:15]=1)[C:6]([NH:8][C:9]([CH3:12])([CH3:11])[CH3:10])=[O:7].[CH:17]1([NH:21][C:22]([NH:24][C:25]2[CH:30]=[CH:29][C:28]([C:31]([N:33]3[CH2:38][CH2:37][NH:36][CH2:35][CH2:34]3)=[O:32])=[CH:27][CH:26]=2)=[O:23])[CH2:20][CH2:19][CH2:18]1.C(N(CC)CC)C. Product: [C:9]([NH:8][C:6](=[O:7])[C:5]1[CH:13]=[CH:14][CH:15]=[C:3]([CH2:2][N:36]2[CH2:37][CH2:38][N:33]([C:31](=[O:32])[C:28]3[CH:29]=[CH:30][C:25]([NH:24][C:22]([NH:21][CH:17]4[CH2:18][CH2:19][CH2:20]4)=[O:23])=[CH:26][CH:27]=3)[CH2:34][CH2:35]2)[C:4]=1[F:16])([CH3:12])([CH3:11])[CH3:10]. The catalyst class is: 7. (2) Reactant: [CH2:1]([C:4]1[N:9]=[CH:8][C:7]([CH:10]2[CH2:15][CH2:14][N:13](C(OC(C)(C)C)=O)[CH2:12][CH2:11]2)=[CH:6][CH:5]=1)[CH2:2][CH3:3].[ClH:23]. Product: [ClH:23].[NH:13]1[CH2:14][CH2:15][CH:10]([C:7]2[CH:6]=[CH:5][C:4]([CH2:1][CH2:2][CH3:3])=[N:9][CH:8]=2)[CH2:11][CH2:12]1. The catalyst class is: 12. (3) Reactant: Cl[CH2:2][C:3]([C:5]1[CH:10]=[CH:9][C:8]([C:11]([F:14])([F:13])[F:12])=[CH:7][CH:6]=1)=[O:4].O=[C:16]([CH2:22][CH3:23])[CH2:17][C:18]([O:20][CH3:21])=[O:19].O.C1(C)C=CC(S(O)(=O)=O)=CC=1. Product: [CH2:22]([C:16]1[O:4][C:3]([C:5]2[CH:10]=[CH:9][C:8]([C:11]([F:14])([F:13])[F:12])=[CH:7][CH:6]=2)=[CH:2][C:17]=1[C:18]([O:20][CH3:21])=[O:19])[CH3:23]. The catalyst class is: 11.